Dataset: hERG potassium channel inhibition data for cardiac toxicity prediction from Karim et al.. Task: Regression/Classification. Given a drug SMILES string, predict its toxicity properties. Task type varies by dataset: regression for continuous values (e.g., LD50, hERG inhibition percentage) or binary classification for toxic/non-toxic outcomes (e.g., AMES mutagenicity, cardiotoxicity, hepatotoxicity). Dataset: herg_karim. (1) The compound is Cc1cc2[nH]c(C3CCN(CCn4c(=O)ccc5ncc(F)cc54)CC3)nc2cc1Cl. The result is 1 (blocker). (2) The molecule is O=c1ccc2ncc(F)c3c2n1C[C@@]3(O)CC12CCC(NCc3cc4c(cn3)SCCO4)(CC1)CO2. The result is 0 (non-blocker). (3) The drug is CCCCc1cc(OC2CCN(CCCS(=O)(=O)NC(C)(C)C)CC2)c2ncccc2c1.Cl.Cl. The result is 1 (blocker). (4) The drug is COc1ccc(C#N)cc1-c1ccnc(Nc2ccc(N3CCOCC3)c(OC)c2)c1. The result is 1 (blocker). (5) The drug is O=C(NC1CCN(Cc2ccn(-c3ccc(C(F)(F)F)cc3)c2)CC1)NC(Cn1ccnc1)c1ccccc1. The result is 0 (non-blocker). (6) The compound is O=C(O)c1ccc(CCCCN2CCC(C(O)(c3ccccc3)c3ccccc3)CC2)cc1. The result is 0 (non-blocker). (7) The compound is O=C1NCN(c2ccccc2)C12CC[N+](CCCC(c1ccc(F)cc1)c1ccc(F)cc1)CC2. The result is 1 (blocker). (8) The compound is O=c1ccn2c(-c3ccc(F)cc3F)cccc2c1-c1c(F)cccc1F. The result is 0 (non-blocker). (9) The molecule is O=C1c2ccccc2-n2ccc3c4ccccc4nc-3c21. The result is 0 (non-blocker). (10) The molecule is COc1ccc([C@H](N[C@@H]2CC[C@@H](C(=O)N3CCC(C(=O)N4CCCC4)(c4ccccc4)CC3)C(C)(C)C2)C(F)F)cc1. The result is 0 (non-blocker).